This data is from Forward reaction prediction with 1.9M reactions from USPTO patents (1976-2016). The task is: Predict the product of the given reaction. Given the reactants [C:1]([O:5][C:6]([N:8]1[CH2:13][CH2:12][CH:11]([C@@H:14]2[O:23][C:17]3=[CH:18][N:19]=[C:20](Cl)[CH:21]=[C:16]3[CH2:15]2)[CH2:10][CH2:9]1)=[O:7])([CH3:4])([CH3:3])[CH3:2].[CH3:24][S:25]([N:28]1[CH2:33][CH:32]=[C:31](B2OC(C)(C)C(C)(C)O2)[CH2:30][CH2:29]1)(=[O:27])=[O:26], predict the reaction product. The product is: [C:1]([O:5][C:6]([N:8]1[CH2:13][CH2:12][CH:11]([C@@H:14]2[O:23][C:17]3=[CH:18][N:19]=[C:20]([C:31]4[CH2:32][CH2:33][N:28]([S:25]([CH3:24])(=[O:27])=[O:26])[CH2:29][CH:30]=4)[CH:21]=[C:16]3[CH2:15]2)[CH2:10][CH2:9]1)=[O:7])([CH3:4])([CH3:3])[CH3:2].